Dataset: Reaction yield outcomes from USPTO patents with 853,638 reactions. Task: Predict the reaction yield, written as a fraction of the theoretical maximum amount of product (1.0 means a 100% yield; for example, 0.34 means a 34% yield). (1) The reactants are COC1C=C(OC)C=CC=1C[N:6]([C:31]1[CH:36]=[CH:35][N:34]=[CH:33][N:32]=1)[S:7]([C:10]1[CH:15]=[C:14]([F:16])[C:13]([O:17][C@H:18]2[CH2:23][CH2:22][CH2:21][CH2:20][C@@H:19]2[C:24]2[N:28]([CH3:29])[N:27]=[N:26][CH:25]=2)=[CH:12][C:11]=1[F:30])(=[O:9])=[O:8].C([SiH](CC)CC)C.FC(F)(F)C(O)=O. The catalyst is ClCCl. The product is [F:30][C:11]1[CH:12]=[C:13]([O:17][C@H:18]2[CH2:23][CH2:22][CH2:21][CH2:20][C@@H:19]2[C:24]2[N:28]([CH3:29])[N:27]=[N:26][CH:25]=2)[C:14]([F:16])=[CH:15][C:10]=1[S:7]([NH:6][C:31]1[CH:36]=[CH:35][N:34]=[CH:33][N:32]=1)(=[O:9])=[O:8]. The yield is 0.830. (2) The reactants are [N:1]([CH2:4][CH2:5][CH2:6][CH2:7][C:8]1[S:12][C:11]([C:13]([O:15][CH2:16][CH3:17])=[O:14])=[N:10][N:9]=1)=[N+:2]=[N-:3].[O:18]=[C:19]1O[C@H]([C@H](CO)O)[C:22](O)=[C:20]1O.[CH3:30][C:31]([OH:34])([CH3:33])[CH3:32]. The catalyst is O. The product is [C:31]([O:34][C:19]([C:20]1[N:3]=[N:2][N:1]([CH2:4][CH2:5][CH2:6][CH2:7][C:8]2[S:12][C:11]([C:13]([O:15][CH2:16][CH3:17])=[O:14])=[N:10][N:9]=2)[CH:22]=1)=[O:18])([CH3:33])([CH3:32])[CH3:30]. The yield is 0.600. (3) The reactants are [NH2:1][C:2]1[CH:3]=[CH:4][C:5]([O:33][C:34]2[CH:39]=[CH:38][C:37]([F:40])=[CH:36][C:35]=2[F:41])=[C:6]([C:8]2[C:16]3[C:11](=[C:12]([O:30][CH3:31])[N:13]=[C:14]([CH:17]4[CH2:22][CH2:21][N:20]([C:23]([O:25][C:26]([CH3:29])([CH3:28])[CH3:27])=[O:24])[CH2:19][CH2:18]4)[CH:15]=3)[N:10]([CH3:32])[CH:9]=2)[CH:7]=1.C(N(C(C)C)C(C)C)C.[CH2:51]([S:53](Cl)(=[O:55])=[O:54])[CH3:52].[OH-].[Na+]. The catalyst is ClCCl. The product is [F:41][C:35]1[CH:36]=[C:37]([F:40])[CH:38]=[CH:39][C:34]=1[O:33][C:5]1[CH:4]=[CH:3][C:2]([NH:1][S:53]([CH2:51][CH3:52])(=[O:55])=[O:54])=[CH:7][C:6]=1[C:8]1[C:16]2[C:11](=[C:12]([O:30][CH3:31])[N:13]=[C:14]([CH:17]3[CH2:22][CH2:21][N:20]([C:23]([O:25][C:26]([CH3:27])([CH3:28])[CH3:29])=[O:24])[CH2:19][CH2:18]3)[CH:15]=2)[N:10]([CH3:32])[CH:9]=1. The yield is 0.461. (4) The reactants are [N+:1]([C:4]1[CH:5]=[CH:6][C:7]2[NH:12][CH2:11][CH2:10][O:9][C:8]=2[CH:13]=1)([O-:3])=[O:2].[Cl:14][CH2:15][C:16](Cl)=[O:17].C([O-])(O)=O.[Na+]. The catalyst is C1(C)C=CC=CC=1. The product is [Cl:14][CH2:15][C:16]([N:12]1[CH2:11][CH2:10][O:9][C:8]2[CH:13]=[C:4]([N+:1]([O-:3])=[O:2])[CH:5]=[CH:6][C:7]1=2)=[O:17]. The yield is 0.880. (5) The reactants are [O:1]1[CH2:7][CH2:6][CH2:5][N:4]([C:8]2[N:12]3[CH:13]=[C:14]([O:17][C@H:18]4[C:27]5[C:22](=[CH:23][CH:24]=[CH:25][CH:26]=5)[C@@H:21]([NH2:28])[CH2:20][CH2:19]4)[CH:15]=[CH:16][C:11]3=[N:10][N:9]=2)[CH2:3][CH2:2]1.ClC(Cl)(Cl)C[O:32][C:33](=O)[NH:34][C:35]1[N:36]([C:44]2[CH:49]=[CH:48][C:47]([CH3:50])=[CH:46][CH:45]=2)[N:37]=[C:38]([C:40]([CH3:43])([CH3:42])[CH3:41])[CH:39]=1.CCN(C(C)C)C(C)C. The catalyst is O1CCOCC1. The product is [C:40]([C:38]1[CH:39]=[C:35]([NH:34][C:33]([NH:28][C@@H:21]2[C:22]3[C:27](=[CH:26][CH:25]=[CH:24][CH:23]=3)[C@H:18]([O:17][C:14]3[CH:15]=[CH:16][C:11]4[N:12]([C:8]([N:4]5[CH2:5][CH2:6][CH2:7][O:1][CH2:2][CH2:3]5)=[N:9][N:10]=4)[CH:13]=3)[CH2:19][CH2:20]2)=[O:32])[N:36]([C:44]2[CH:49]=[CH:48][C:47]([CH3:50])=[CH:46][CH:45]=2)[N:37]=1)([CH3:43])([CH3:41])[CH3:42]. The yield is 0.210. (6) The reactants are C([NH:4][C@:5]1([C:22](NC(C)(C)C)=[O:23])[C@@H:9]([CH2:10][CH2:11][CH2:12][B:13]2[O:17]C(C)(C)C(C)(C)[O:14]2)[CH2:8][NH:7][CH2:6]1)(=O)C.S([O-])([O-])(=O)=O.[Na+].[Na+].FC(F)(F)C1[CH:43]=[CH:42][C:41]([CH2:44][CH2:45][CH:46]=O)=[CH:40][CH:39]=1.[C:60]([O:59][BH-]([O:59][C:60](=[O:62])[CH3:61])[O:59][C:60](=[O:62])[CH3:61])(=[O:62])[CH3:61].[Na+].C(=O)([O-])[O-:65].[Na+].[Na+]. The catalyst is ClCCCl.C(O)(=O)C. The product is [NH2:4][C@:5]1([C:22]([OH:23])=[O:65])[C@@H:9]([CH2:10][CH2:11][CH2:12][B:13]([OH:14])[OH:17])[CH2:8][N:7]([CH2:46][CH2:45][CH2:44][C:41]2[CH:42]=[CH:43][C:61]([C:60]([OH:59])=[O:62])=[CH:39][CH:40]=2)[CH2:6]1. The yield is 0.0500. (7) The reactants are [CH3:1][C:2]([C:5]1[NH:14][C:8]2=[N+:9]([O-])[CH:10]=[CH:11][CH:12]=[C:7]2[CH:6]=1)([CH3:4])[CH3:3].CS([Cl:19])(=O)=O.[OH-].[Na+]. The catalyst is CN(C=O)C. The product is [Cl:19][C:12]1[CH:11]=[CH:10][N:9]=[C:8]2[NH:14][C:5]([C:2]([CH3:4])([CH3:3])[CH3:1])=[CH:6][C:7]=12. The yield is 0.905.